Dataset: Reaction yield outcomes from USPTO patents with 853,638 reactions. Task: Predict the reaction yield, written as a fraction of the theoretical maximum amount of product (1.0 means a 100% yield; for example, 0.34 means a 34% yield). (1) The reactants are [CH3:1][O-:2].[Na+].[Br:4][C:5]1[CH:12]=[C:11](F)[C:8]([CH:9]=[O:10])=[C:7]([F:14])[CH:6]=1. The catalyst is CO. The product is [Br:4][C:5]1[CH:12]=[C:11]([O:2][CH3:1])[C:8]([CH:9]=[O:10])=[C:7]([F:14])[CH:6]=1. The yield is 0.700. (2) The reactants are Cl.[CH3:2][O:3][C:4](=[O:7])[CH2:5][NH2:6].[CH3:8][O:9][C:10]1[C:15]([CH3:16])=[CH:14][N:13]=[C:12]([CH:17]=O)[C:11]=1[CH3:19].C(N(CC)CC)C.C(O[BH-](OC(=O)C)OC(=O)C)(=O)C.[Na+].C([O-])(O)=O.[Na+]. The catalyst is ClCCCl. The product is [CH3:8][O:9][C:10]1[C:15]([CH3:16])=[CH:14][N:13]=[C:12]([CH2:17][NH:6][CH2:5][C:4]([O:3][CH3:2])=[O:7])[C:11]=1[CH3:19]. The yield is 0.730. (3) The reactants are [CH2:1]([NH:3][CH2:4][C:5]1[CH:10]=[CH:9][N:8]=[C:7]([NH:11][CH2:12][C:13]2[N:17]3[CH:18]=[C:19]([CH3:22])[CH:20]=[CH:21][C:16]3=[N:15][C:14]=2[C:23]2[CH:28]=[CH:27][C:26]([F:29])=[CH:25][CH:24]=2)[N:6]=1)[CH3:2].Cl[C:31]1C=CC2N(C(CNC3N=C(C=O)C=CN=3)=C(C3C=CC(F)=CC=3)N=2)C=1.CNCC. No catalyst specified. The product is [CH2:1]([N:3]([CH2:4][C:5]1[CH:10]=[CH:9][N:8]=[C:7]([NH:11][CH2:12][C:13]2[N:17]3[CH:18]=[C:19]([CH3:22])[CH:20]=[CH:21][C:16]3=[N:15][C:14]=2[C:23]2[CH:24]=[CH:25][C:26]([F:29])=[CH:27][CH:28]=2)[N:6]=1)[CH3:31])[CH3:2]. The yield is 0.400. (4) The reactants are [C:1]([C:11]1[O:12][C:13]2[CH:20]=[CH:19][C:18]([Br:21])=[CH:17][C:14]=2[C:15]=1[NH2:16])(=[O:10])/[CH:2]=[CH:3]\[C:4]1[CH:9]=[CH:8][CH:7]=[CH:6][CH:5]=1.O. The catalyst is CC(O)=O.OP(O)(O)=O. The product is [Br:21][C:18]1[CH:19]=[CH:20][C:13]2[O:12][C:11]3[C:1](=[O:10])[CH2:2][CH:3]([C:4]4[CH:5]=[CH:6][CH:7]=[CH:8][CH:9]=4)[NH:16][C:15]=3[C:14]=2[CH:17]=1. The yield is 0.850.